Dataset: Forward reaction prediction with 1.9M reactions from USPTO patents (1976-2016). Task: Predict the product of the given reaction. (1) Given the reactants Cl[C:2]1[CH:7]=[C:6]([O:8][C:9]2[CH:14]=[CH:13][C:12]([NH:15][C:16](=[O:22])[O:17][C:18]([CH3:21])([CH3:20])[CH3:19])=[C:11]([F:23])[CH:10]=2)[CH:5]=[CH:4][N:3]=1.[CH:24]1([C:27]([NH2:29])=[O:28])[CH2:26][CH2:25]1.C1(P(C2C=CC=CC=2)C2C=CC3C(=CC=CC=3)C=2C2C3C(=CC=CC=3)C=CC=2P(C2C=CC=CC=2)C2C=CC=CC=2)C=CC=CC=1.C([O-])([O-])=O.[Cs+].[Cs+], predict the reaction product. The product is: [CH:24]1([C:27]([NH:29][C:2]2[CH:7]=[C:6]([O:8][C:9]3[CH:14]=[CH:13][C:12]([NH:15][C:16](=[O:22])[O:17][C:18]([CH3:21])([CH3:20])[CH3:19])=[C:11]([F:23])[CH:10]=3)[CH:5]=[CH:4][N:3]=2)=[O:28])[CH2:26][CH2:25]1. (2) Given the reactants [Cl:1]/[CH:2]=[CH:3]\Cl.[CH2:5]([C:8]1[C:16]2[C:11](=[CH:12][CH:13]=[CH:14][CH:15]=2)[NH:10][CH:9]=1)C=C, predict the reaction product. The product is: [Cl:1]/[CH:2]=[CH:3]\[CH2:5][C:8]1[C:16]2[C:11](=[CH:12][CH:13]=[CH:14][CH:15]=2)[NH:10][CH:9]=1. (3) Given the reactants [N:1]1[CH:6]=[CH:5][CH:4]=[C:3]([CH2:7][NH:8][C:9]([C:11]2[N:20]3[C:14]([CH2:15][N:16]([C:25]([C:27]4[CH:32]=[CH:31][C:30]([C:33]5[CH:38]=[CH:37][CH:36]=[CH:35][C:34]=5[CH2:39][C:40]([OH:42])=O)=[CH:29][CH:28]=4)=[O:26])[C:17]4[CH:24]=[CH:23][CH:22]=[CH:21][C:18]=4[CH2:19]3)=[CH:13][CH:12]=2)=[O:10])[CH:2]=1.[CH3:43][NH:44]C.CN, predict the reaction product. The product is: [CH3:43][NH:44][C:40](=[O:42])[CH2:39][C:34]1[CH:35]=[CH:36][CH:37]=[CH:38][C:33]=1[C:30]1[CH:29]=[CH:28][C:27]([C:25]([N:16]2[C:17]3[CH:24]=[CH:23][CH:22]=[CH:21][C:18]=3[CH2:19][N:20]3[C:11]([C:9]([NH:8][CH2:7][C:3]4[CH:2]=[N:1][CH:6]=[CH:5][CH:4]=4)=[O:10])=[CH:12][CH:13]=[C:14]3[CH2:15]2)=[O:26])=[CH:32][CH:31]=1. (4) Given the reactants Br[C:2]1[CH:7]=[CH:6][C:5]([CH:8]([C:21]2[CH:26]=[CH:25][CH:24]=[CH:23][N:22]=2)[O:9][CH:10]([CH2:17][CH:18]([CH3:20])[CH3:19])[C:11]([NH:13][CH2:14][C:15]#[N:16])=[O:12])=[CH:4][CH:3]=1.[N:27]1([C:33]2[CH:38]=[CH:37][C:36](B(O)O)=[CH:35][CH:34]=2)[CH2:32][CH2:31][NH:30][CH2:29][CH2:28]1, predict the reaction product. The product is: [C:15]([CH2:14][NH:13][C:11](=[O:12])[CH:10]([O:9][CH:8]([C:5]1[CH:6]=[CH:7][C:2]([C:36]2[CH:35]=[CH:34][C:33]([N:27]3[CH2:28][CH2:29][NH:30][CH2:31][CH2:32]3)=[CH:38][CH:37]=2)=[CH:3][CH:4]=1)[C:21]1[CH:26]=[CH:25][CH:24]=[CH:23][N:22]=1)[CH2:17][CH:18]([CH3:20])[CH3:19])#[N:16]. (5) Given the reactants [Cl:1][C:2]1[C:7]2[NH:8][CH:9]=[CH:10][C:6]=2[C:5]([C:11]([OH:13])=O)=[CH:4][N:3]=1.[CH2:14]([NH2:18])[CH:15]([CH3:17])[CH3:16], predict the reaction product. The product is: [CH2:14]([NH:18][C:11]([C:5]1[C:6]2[CH:10]=[CH:9][NH:8][C:7]=2[C:2]([Cl:1])=[N:3][CH:4]=1)=[O:13])[CH:15]([CH3:17])[CH3:16]. (6) Given the reactants Cl.[CH2:2]([O:9][CH:10]1[CH2:14][NH:13][CH2:12][C:11]1([F:16])[F:15])[C:3]1[CH:8]=[CH:7][CH:6]=[CH:5][CH:4]=1.[Cl:17][C:18]1[N:23]=[CH:22][C:21]2[C:24](I)=[N:25][N:26]([CH:27]([CH3:29])[CH3:28])[C:20]=2[CH:19]=1.C1(P(C2C=CC=CC=2)C2C3OC4C(=CC=CC=4P(C4C=CC=CC=4)C4C=CC=CC=4)C(C)(C)C=3C=CC=2)C=CC=CC=1.C(=O)([O-])[O-].[Cs+].[Cs+], predict the reaction product. The product is: [CH2:2]([O:9][CH:10]1[CH2:14][N:13]([C:24]2[C:21]3[CH:22]=[N:23][C:18]([Cl:17])=[CH:19][C:20]=3[N:26]([CH:27]([CH3:29])[CH3:28])[N:25]=2)[CH2:12][C:11]1([F:16])[F:15])[C:3]1[CH:4]=[CH:5][CH:6]=[CH:7][CH:8]=1. (7) Given the reactants [NH:1]1[C:9]2[C:4](=[CH:5][CH:6]=[CH:7][CH:8]=2)[C:3]2([C:21]3[C:12](=[CH:13][C:14]4[O:19][CH2:18][CH2:17][O:16][C:15]=4[CH:20]=3)[O:11][CH2:10]2)[C:2]1=[O:22].Br[CH2:24][CH:25]1[CH2:30][CH2:29][O:28][CH2:27][CH2:26]1.BrCC1CCCCO1, predict the reaction product. The product is: [O:28]1[CH2:29][CH2:30][CH:25]([CH2:24][N:1]2[C:9]3[C:4](=[CH:5][CH:6]=[CH:7][CH:8]=3)[C:3]3([C:21]4[C:12](=[CH:13][C:14]5[O:19][CH2:18][CH2:17][O:16][C:15]=5[CH:20]=4)[O:11][CH2:10]3)[C:2]2=[O:22])[CH2:26][CH2:27]1. (8) Given the reactants [CH3:1][O:2][C:3]([C:5]1[C:9]2[C:10]([NH:14][CH2:15][CH:16](OC)OC)=[N:11][CH2:12][CH2:13][C:8]=2[N:7]([CH2:21][CH2:22][C:23]2[CH:28]=[CH:27][C:26]([N+:29]([O-:31])=[O:30])=[CH:25][CH:24]=2)[CH:6]=1)=[O:4].Cl.C([O-])([O-])=O.[K+].[K+], predict the reaction product. The product is: [CH3:1][O:2][C:3]([C:5]1[C:9]2[C:10]3[N:11]([CH:16]=[CH:15][N:14]=3)[CH2:12][CH2:13][C:8]=2[N:7]([CH2:21][CH2:22][C:23]2[CH:24]=[CH:25][C:26]([N+:29]([O-:31])=[O:30])=[CH:27][CH:28]=2)[CH:6]=1)=[O:4]. (9) The product is: [N:13]1([CH:8]2[CH2:7][C:6]3[C:10](=[CH:11][CH:12]=[C:4]([NH2:1])[CH:5]=3)[CH2:9]2)[CH2:18][CH2:17][O:16][CH2:15][CH2:14]1. Given the reactants [N+:1]([C:4]1[CH:5]=[C:6]2[C:10](=[CH:11][CH:12]=1)[CH2:9][CH:8]([N:13]1[CH2:18][CH2:17][O:16][CH2:15][CH2:14]1)[CH2:7]2)([O-])=O.C(Cl)Cl, predict the reaction product. (10) Given the reactants [CH:1]1([CH2:4][N:5]2[CH2:10][CH2:9][NH:8][CH2:7][CH2:6]2)[CH2:3][CH2:2]1.Cl[C:12]1[N:13]=[N:14][C:15]([C:18]2[CH:23]=[CH:22][C:21]([O:24][CH3:25])=[C:20]([F:26])[CH:19]=2)=[CH:16][CH:17]=1, predict the reaction product. The product is: [CH:1]1([CH2:4][N:5]2[CH2:10][CH2:9][N:8]([C:12]3[N:13]=[N:14][C:15]([C:18]4[CH:23]=[CH:22][C:21]([O:24][CH3:25])=[C:20]([F:26])[CH:19]=4)=[CH:16][CH:17]=3)[CH2:7][CH2:6]2)[CH2:3][CH2:2]1.